Task: Predict the product of the given reaction.. Dataset: Forward reaction prediction with 1.9M reactions from USPTO patents (1976-2016) (1) Given the reactants [H-].[Na+].[C:3]([O:11][CH2:12][CH3:13])(=[O:10])[CH2:4][C:5]([O:7][CH2:8][CH3:9])=[O:6].[F:14][C:15]1[CH:20]=[C:19]([O:21][CH:22]([CH3:24])[CH3:23])[CH:18]=[C:17](F)[C:16]=1[N+:26]([O-:28])=[O:27].O, predict the reaction product. The product is: [F:14][C:15]1[C:16]([N+:26]([O-:28])=[O:27])=[C:17]([CH:4]([C:5]([O:7][CH2:8][CH3:9])=[O:6])[C:3]([O:11][CH2:12][CH3:13])=[O:10])[CH:18]=[C:19]([O:21][CH:22]([CH3:24])[CH3:23])[CH:20]=1. (2) Given the reactants [H-].[Na+].[CH3:3][O:4][C:5]([CH2:7]P(OC)(OC)=O)=[O:6].[F:14][C:15]1[CH:16]=[C:17]([NH:24][C:25](=[O:30])[O:26][CH:27]([CH3:29])[CH3:28])[CH:18]=[C:19]([F:23])[C:20]=1[CH:21]=O.Cl, predict the reaction product. The product is: [F:14][C:15]1[CH:16]=[C:17]([NH:24][C:25]([O:26][CH:27]([CH3:28])[CH3:29])=[O:30])[CH:18]=[C:19]([F:23])[C:20]=1/[CH:21]=[CH:7]/[C:5]([O:4][CH3:3])=[O:6].